This data is from Full USPTO retrosynthesis dataset with 1.9M reactions from patents (1976-2016). The task is: Predict the reactants needed to synthesize the given product. (1) Given the product [N:19]1([C:8]([O:10][CH2:11][C:12]2[CH:17]=[CH:16][CH:15]=[CH:14][CH:13]=2)=[O:9])[CH2:20][CH2:21][CH:22]([C:23]([O:25][C:26]([CH3:28])([CH3:29])[CH3:27])=[O:24])[N:18]1[C:30]([O:32][C:33]([CH3:36])([CH3:35])[CH3:34])=[O:31], predict the reactants needed to synthesize it. The reactants are: C([O-])([O-])=O.[K+].[K+].Cl[C:8]([O:10][CH2:11][C:12]1[CH:17]=[CH:16][CH:15]=[CH:14][CH:13]=1)=[O:9].[N:18]1([C:30]([O:32][C:33]([CH3:36])([CH3:35])[CH3:34])=[O:31])[CH:22]([C:23]([O:25][C:26]([CH3:29])([CH3:28])[CH3:27])=[O:24])[CH2:21][CH2:20][NH:19]1. (2) Given the product [CH3:21][CH:16]1[CH2:17][CH2:18][CH2:19][CH2:20][N:15]1[CH2:14][CH2:13][O:12][C:7]1[CH:8]=[C:9]2[C:4](=[CH:5][CH:6]=1)[CH:3]=[C:2]([B:29]([OH:30])[OH:28])[CH:11]=[CH:10]2, predict the reactants needed to synthesize it. The reactants are: Br[C:2]1[CH:3]=[C:4]2[C:9](=[CH:10][CH:11]=1)[CH:8]=[C:7]([O:12][CH2:13][CH2:14][N:15]1[CH2:20][CH2:19][CH2:18][CH2:17][CH:16]1[CH3:21])[CH:6]=[CH:5]2.C([Li])CCC.C[O:28][B:29](OC)[O:30]C.[Cl-].[NH4+]. (3) Given the product [C:13]([N:1]1[CH:5]=[C:4]([C:6]([O:8][CH2:9][CH3:10])=[O:7])[CH:3]=[N:2]1)([C:14]1[CH:19]=[CH:18][CH:17]=[CH:16][CH:15]=1)([C:26]1[CH:27]=[CH:28][CH:29]=[CH:30][CH:31]=1)[C:20]1[CH:21]=[CH:22][CH:23]=[CH:24][CH:25]=1, predict the reactants needed to synthesize it. The reactants are: [NH:1]1[CH:5]=[C:4]([C:6]([O:8][CH2:9][CH3:10])=[O:7])[CH:3]=[N:2]1.[H-].[Na+].[C:13](Cl)([C:26]1[CH:31]=[CH:30][CH:29]=[CH:28][CH:27]=1)([C:20]1[CH:25]=[CH:24][CH:23]=[CH:22][CH:21]=1)[C:14]1[CH:19]=[CH:18][CH:17]=[CH:16][CH:15]=1. (4) Given the product [Cl:18][C:19]1[C:20]([CH3:26])=[C:21]([CH:23]=[CH:24][CH:25]=1)[NH:22][C:4]1[C:5](=[O:17])[C:6](=[O:16])[C:7]=1[NH:8][C:9]1[CH:14]=[CH:13][CH:12]=[CH:11][C:10]=1[OH:15], predict the reactants needed to synthesize it. The reactants are: C(O[C:4]1[C:5](=[O:17])[C:6](=[O:16])[C:7]=1[NH:8][C:9]1[CH:14]=[CH:13][CH:12]=[CH:11][C:10]=1[OH:15])C.[Cl:18][C:19]1[C:20]([CH3:26])=[C:21]([CH:23]=[CH:24][CH:25]=1)[NH2:22]. (5) Given the product [ClH:20].[CH3:1][S:2]([C:5]1[S:6][C:7]([C@@H:10]([NH2:13])[CH2:11][CH3:12])=[CH:8][N:9]=1)(=[O:3])=[O:4], predict the reactants needed to synthesize it. The reactants are: [CH3:1][S:2]([C:5]1[S:6][C:7]([C@@H:10]([NH:13]S(C(C)(C)C)=O)[CH2:11][CH3:12])=[CH:8][N:9]=1)(=[O:4])=[O:3].[ClH:20]. (6) Given the product [S:10](=[O:13])(=[O:12])([O:1][C:2]1[CH:9]=[CH:8][CH:7]=[C:4]([C:5]#[N:6])[CH:3]=1)[NH2:11], predict the reactants needed to synthesize it. The reactants are: [OH:1][C:2]1[CH:3]=[C:4]([CH:7]=[CH:8][CH:9]=1)[C:5]#[N:6].[S:10](Cl)(=[O:13])(=[O:12])[NH2:11].